Task: Predict the product of the given reaction.. Dataset: Forward reaction prediction with 1.9M reactions from USPTO patents (1976-2016) (1) Given the reactants C(OC(=O)[NH:7][CH:8]1[CH2:13][CH2:12][N:11]([C:14](=[O:16])[CH3:15])[CH2:10][CH2:9]1)(C)(C)C.[ClH:18].CO, predict the reaction product. The product is: [ClH:18].[NH2:7][CH:8]1[CH2:13][CH2:12][N:11]([C:14](=[O:16])[CH3:15])[CH2:10][CH2:9]1. (2) Given the reactants N#N.[NH:3]1[C:7]2[CH:8]=[CH:9][CH:10]=[CH:11][C:6]=2[N:5]=[C:4]1[CH:12]([NH:24]C(=O)OC(C)(C)C)[CH2:13][C:14]1[CH:19]=[C:18]([F:20])[C:17]([O:21][CH3:22])=[C:16]([F:23])[CH:15]=1.Cl, predict the reaction product. The product is: [NH:3]1[C:7]2[CH:8]=[CH:9][CH:10]=[CH:11][C:6]=2[N:5]=[C:4]1[CH:12]([NH2:24])[CH2:13][C:14]1[CH:19]=[C:18]([F:20])[C:17]([O:21][CH3:22])=[C:16]([F:23])[CH:15]=1. (3) Given the reactants [C:1]([NH:4][NH:5][C:6]([C:8]1[N:9]=[N:10][C:11]([N:14]2[CH2:19][CH2:18][CH:17]([CH2:20][C:21]3[CH:26]=[CH:25][CH:24]=[CH:23][C:22]=3[C:27]([F:30])([F:29])[F:28])[CH2:16][CH2:15]2)=[CH:12][CH:13]=1)=O)(=O)[CH3:2].P12(SP3(SP(SP(S3)(S1)=S)(=S)S2)=S)=[S:32].CS(C)=O, predict the reaction product. The product is: [CH3:2][C:1]1[S:32][C:6]([C:8]2[N:9]=[N:10][C:11]([N:14]3[CH2:19][CH2:18][CH:17]([CH2:20][C:21]4[CH:26]=[CH:25][CH:24]=[CH:23][C:22]=4[C:27]([F:30])([F:29])[F:28])[CH2:16][CH2:15]3)=[CH:12][CH:13]=2)=[N:5][N:4]=1. (4) Given the reactants [I:1][C:2]1[CH:3]=[C:4]2[C:9](=[CH:10][CH:11]=1)[N:8]=[CH:7][N:6]=[C:5]2[OH:12].C1(C)C=CC=CC=1.FC(F)(F)C(O)=O.[O:27]1[CH:32]=[CH:31][CH2:30][CH2:29][CH2:28]1, predict the reaction product. The product is: [I:1][C:2]1[CH:3]=[C:4]2[C:9](=[CH:10][CH:11]=1)[N:8]=[CH:7][N:6]=[C:5]2[O:12][CH:28]1[CH2:29][CH2:30][CH2:31][CH2:32][O:27]1. (5) Given the reactants [N+]([C:4]1[CH:11]=[CH:10][CH:9]=[C:6]([C:7]#[N:8])[C:5]=1[C:12]#[N:13])([O-])=O.C(=O)([O-])[O-].[K+].[K+].[CH2:20]1[C:29]2[C:24](=[CH:25][CH:26]=[CH:27][CH:28]=2)[CH2:23][CH2:22][NH:21]1, predict the reaction product. The product is: [CH:20]1([C:4]2[CH:11]=[CH:10][CH:9]=[C:6]([C:7]#[N:8])[C:5]=2[C:12]#[N:13])[C:29]2[C:24](=[CH:25][CH:26]=[CH:27][CH:28]=2)[CH2:23][CH2:22][NH:21]1. (6) Given the reactants Cl[C:2]1[N:11]=[C:10]([NH:12][CH2:13][CH:14]2[C:19]([F:21])([F:20])[CH2:18][CH2:17][N:16]([C:22]([O:24][C:25]([CH3:28])([CH3:27])[CH3:26])=[O:23])[CH2:15]2)[C:9]2[C:4](=[N:5][CH:6]=[CH:7][N:8]=2)[CH:3]=1.[CH3:29][N:30]([C:37]1[CH:42]=[CH:41][C:40](B2OC(C)(C)C(C)(C)O2)=[CH:39][CH:38]=1)[CH2:31][C:32]([O:34][CH2:35][CH3:36])=[O:33].C([O-])([O-])=O.[Cs+].[Cs+], predict the reaction product. The product is: [CH2:35]([O:34][C:32](=[O:33])[CH2:31][N:30]([CH3:29])[C:37]1[CH:42]=[CH:41][C:40]([C:2]2[N:11]=[C:10]([NH:12][CH2:13][CH:14]3[C:19]([F:20])([F:21])[CH2:18][CH2:17][N:16]([C:22]([O:24][C:25]([CH3:26])([CH3:28])[CH3:27])=[O:23])[CH2:15]3)[C:9]3[C:4](=[N:5][CH:6]=[CH:7][N:8]=3)[CH:3]=2)=[CH:39][CH:38]=1)[CH3:36]. (7) Given the reactants Cl.[F:2][C:3]1[CH:8]=[CH:7][C:6]([NH:9][NH2:10])=[C:5]([CH3:11])[CH:4]=1.[F:12][C:13]([F:31])([F:30])[C:14](=O)[CH2:15][C:16]([C:18]1[CH:28]=[CH:27][C:21]2[S:22][CH2:23][C:24](=[O:26])[NH:25][C:20]=2[CH:19]=1)=O, predict the reaction product. The product is: [F:2][C:3]1[CH:8]=[CH:7][C:6]([N:9]2[C:16]([C:18]3[CH:28]=[CH:27][C:21]4[S:22][CH2:23][C:24](=[O:26])[NH:25][C:20]=4[CH:19]=3)=[CH:15][C:14]([C:13]([F:31])([F:30])[F:12])=[N:10]2)=[C:5]([CH3:11])[CH:4]=1.